From a dataset of Reaction yield outcomes from USPTO patents with 853,638 reactions. Predict the reaction yield, written as a fraction of the theoretical maximum amount of product (1.0 means a 100% yield; for example, 0.34 means a 34% yield). (1) The reactants are C(OC([N:8]1[CH2:13][CH2:12][N:11]([C:14]2[CH:15]=[N:16][C:17]([NH:20][C:21]3[N:22]=[CH:23][C:24]4[CH:30]=[C:29]([CH2:31][O:32][CH2:33][CH2:34][O:35][CH3:36])[C:28](=[O:37])[N:27]([CH:38]5[CH2:42][CH2:41][CH2:40][CH2:39]5)[C:25]=4[N:26]=3)=[CH:18][CH:19]=2)[CH2:10][CH2:9]1)=O)(C)(C)C.[ClH:43]. The catalyst is ClCCl.C(OCC)C. The product is [ClH:43].[CH:38]1([N:27]2[C:25]3[N:26]=[C:21]([NH:20][C:17]4[CH:18]=[CH:19][C:14]([N:11]5[CH2:10][CH2:9][NH:8][CH2:13][CH2:12]5)=[CH:15][N:16]=4)[N:22]=[CH:23][C:24]=3[CH:30]=[C:29]([CH2:31][O:32][CH2:33][CH2:34][O:35][CH3:36])[C:28]2=[O:37])[CH2:39][CH2:40][CH2:41][CH2:42]1. The yield is 0.859. (2) The reactants are [S:1]1[CH:5]=[CH:4][CH:3]=[C:2]1[C:6](Cl)=[O:7].[CH2:9]([N:16]1[C:25]2[C:20](=[CH:21][C:22]([Cl:26])=[CH:23][CH:24]=2)[C:19]([N:27]2[CH2:32][CH2:31][NH:30][CH2:29][CH2:28]2)=[C:18]([C:33]#[N:34])[C:17]1=[O:35])[C:10]1[CH:15]=[CH:14][CH:13]=[CH:12][CH:11]=1. The catalyst is N1C=CC=CC=1. The product is [CH2:9]([N:16]1[C:25]2[C:20](=[CH:21][C:22]([Cl:26])=[CH:23][CH:24]=2)[C:19]([N:27]2[CH2:32][CH2:31][N:30]([C:6]([C:2]3[S:1][CH:5]=[CH:4][CH:3]=3)=[O:7])[CH2:29][CH2:28]2)=[C:18]([C:33]#[N:34])[C:17]1=[O:35])[C:10]1[CH:15]=[CH:14][CH:13]=[CH:12][CH:11]=1. The yield is 0.820. (3) The reactants are O.[ClH:2].[OH:3][C:4]([C:34]1[CH:39]=[CH:38][CH:37]=[CH:36][CH:35]=1)([C:28]1[CH:33]=[CH:32][CH:31]=[CH:30][CH:29]=1)[CH:5]1[CH2:10][CH2:9][N:8]([CH2:11][CH2:12][CH2:13][CH:14]([C:16]2[CH:21]=[CH:20][C:19]([C:22]([CH3:27])([CH3:26])[C:23]([OH:25])=[O:24])=[CH:18][CH:17]=2)[OH:15])[CH2:7][CH2:6]1.O. The catalyst is CC(C)=O. The product is [ClH:2].[OH:3][C:4]([C:34]1[CH:35]=[CH:36][CH:37]=[CH:38][CH:39]=1)([C:28]1[CH:29]=[CH:30][CH:31]=[CH:32][CH:33]=1)[CH:5]1[CH2:10][CH2:9][N:8]([CH2:11][CH2:12][CH2:13][CH:14]([C:16]2[CH:21]=[CH:20][C:19]([C:22]([CH3:27])([CH3:26])[C:23]([OH:25])=[O:24])=[CH:18][CH:17]=2)[OH:15])[CH2:7][CH2:6]1. The yield is 0.950. (4) The catalyst is ClCCl. The reactants are [CH3:1][O:2][C:3]1[N:8]=[CH:7][C:6]([CH:9](O)[CH2:10][CH3:11])=[CH:5][CH:4]=1.S(Cl)([Cl:15])=O. The yield is 0.810. The product is [Cl:15][CH:9]([C:6]1[CH:5]=[CH:4][C:3]([O:2][CH3:1])=[N:8][CH:7]=1)[CH2:10][CH3:11]. (5) The reactants are O=O.[C:3]([O:7][C:8]([N:10]1[CH2:14][C:13]([C:15]2[CH:20]=[CH:19][CH:18]=[C:17]([F:21])[CH:16]=2)=[C:12]([C:22]([OH:24])=[O:23])[CH2:11]1)=[O:9])([CH3:6])([CH3:5])[CH3:4].C(N(CC)CC)C.[H][H]. The catalyst is COC(C)(C)C.CO. The product is [C:3]([O:7][C:8]([N:10]1[CH2:14][CH:13]([C:15]2[CH:20]=[CH:19][CH:18]=[C:17]([F:21])[CH:16]=2)[CH:12]([C:22]([OH:24])=[O:23])[CH2:11]1)=[O:9])([CH3:6])([CH3:4])[CH3:5]. The yield is 0.770. (6) The reactants are [Cl:1][C:2]1[C:3]([O:12][C:13]2[CH:18]=[C:17]([O:19][CH2:20][CH2:21][O:22][CH3:23])[CH:16]=[CH:15][C:14]=2[CH2:24][CH2:25][CH2:26][OH:27])=[N:4][CH:5]=[C:6]([C:8]([F:11])([F:10])[F:9])[CH:7]=1.Cl[S:29]([N:32]=[C:33]=[O:34])(=[O:31])=[O:30].[C:35]1([CH2:41][CH2:42][NH2:43])[CH:40]=[CH:39][CH:38]=[CH:37][CH:36]=1.Cl. The catalyst is ClCCl.C(OCC)(=O)C.N1C=CC=CC=1. The product is [C:35]1([CH2:41][CH2:42][NH:43][S:29]([NH:32][C:33](=[O:34])[O:27][CH2:26][CH2:25][CH2:24][C:14]2[CH:15]=[CH:16][C:17]([O:19][CH2:20][CH2:21][O:22][CH3:23])=[CH:18][C:13]=2[O:12][C:3]2[C:2]([Cl:1])=[CH:7][C:6]([C:8]([F:9])([F:11])[F:10])=[CH:5][N:4]=2)(=[O:31])=[O:30])[CH:40]=[CH:39][CH:38]=[CH:37][CH:36]=1. The yield is 0.760.